This data is from Serine/threonine kinase 33 screen with 319,792 compounds. The task is: Binary Classification. Given a drug SMILES string, predict its activity (active/inactive) in a high-throughput screening assay against a specified biological target. (1) The compound is Clc1cc(NC(=O)CN2CCC(CC2)C(OC)=O)ccc1OC. The result is 0 (inactive). (2) The compound is O1c2c(N(CC(=O)NNC(=O)Nc3cc(OC)ccc3)C(=O)C1)cccc2. The result is 0 (inactive). (3) The molecule is S(=O)(=O)(N1CC(CCC1)C(=O)NCc1ncccc1)c1ccccc1. The result is 0 (inactive). (4) The molecule is O=C(NC1CCN(CC1)C(OCC)=O)C1CCCN(C1)C(=O)N1CCOc2c1cccc2. The result is 0 (inactive). (5) The drug is [nH]1c2c(c(CC\N=C(\Nc3nc(cc(n3)C)C)N)c1)cccc2. The result is 0 (inactive). (6) The molecule is O=c1n(c(cc2c1cccc2)C)CC(=O)NCC(=O)Nc1c(OC)cc(OC)cc1. The result is 0 (inactive). (7) The molecule is s1c2c(CCC2)c2c1nc(SC)[nH]c2=O. The result is 0 (inactive).